This data is from Full USPTO retrosynthesis dataset with 1.9M reactions from patents (1976-2016). The task is: Predict the reactants needed to synthesize the given product. (1) Given the product [Cl:16][C:11]1[CH:10]=[C:9]([NH:8][C:5]2[N:4]=[C:3]([N:17]3[CH:21]=[CH:20][C:19]([C:22]([F:25])([F:24])[F:23])=[N:18]3)[C:2]([C:37]3[CH:36]=[C:35]([C:43]([O:45][CH3:46])=[O:44])[C:34]([O:33][CH2:32][CH2:31][N:26]4[CH:30]=[CH:29][N:28]=[CH:27]4)=[N:39][CH:38]=3)=[CH:7][N:6]=2)[CH:14]=[CH:13][C:12]=1[F:15], predict the reactants needed to synthesize it. The reactants are: Br[C:2]1[C:3]([N:17]2[CH:21]=[CH:20][C:19]([C:22]([F:25])([F:24])[F:23])=[N:18]2)=[N:4][C:5]([NH:8][C:9]2[CH:14]=[CH:13][C:12]([F:15])=[C:11]([Cl:16])[CH:10]=2)=[N:6][CH:7]=1.[N:26]1([CH2:31][CH2:32][O:33][C:34]2[N:39]=[CH:38][C:37](B(O)O)=[CH:36][C:35]=2[C:43]([O:45][CH3:46])=[O:44])[CH:30]=[CH:29][N:28]=[CH:27]1.N1(CCOC2C(C(OC)=O)=CC(B3OC(C)(C)C(C)(C)O3)=CN=2)C=CN=C1.B(O)O.C(=O)([O-])[O-].[Na+].[Na+]. (2) Given the product [CH2:1]([S:8][C:9]1[N:17]=[CH:16][C:15]([N+:18]([O-:20])=[O:19])=[CH:14][C:10]=1[C:11]([O:13][CH3:26])=[O:12])[C:2]1[CH:3]=[CH:4][CH:5]=[CH:6][CH:7]=1, predict the reactants needed to synthesize it. The reactants are: [CH2:1]([S:8][C:9]1[N:17]=[CH:16][C:15]([N+:18]([O-:20])=[O:19])=[CH:14][C:10]=1[C:11]([OH:13])=[O:12])[C:2]1[CH:7]=[CH:6][CH:5]=[CH:4][CH:3]=1.S(Cl)(Cl)(=O)=O.[CH3:26]O.